This data is from Full USPTO retrosynthesis dataset with 1.9M reactions from patents (1976-2016). The task is: Predict the reactants needed to synthesize the given product. (1) Given the product [CH2:12]([C:3]1([C:7]([O:9][CH2:10][CH3:11])=[O:8])[CH2:4][CH2:5][CH2:6][CH:2]1[O:1][C:20](=[O:27])[C:21]1[CH:26]=[CH:25][CH:24]=[CH:23][CH:22]=1)[CH2:13][CH:14]([CH3:15])[CH3:16], predict the reactants needed to synthesize it. The reactants are: [OH:1][CH:2]1[CH2:6][CH2:5][CH2:4][C:3]1([CH2:12][CH2:13][CH:14]([CH3:16])[CH3:15])[C:7]([O:9][CH2:10][CH3:11])=[O:8].C(Cl)Cl.[C:20](Cl)(=[O:27])[C:21]1[CH:26]=[CH:25][CH:24]=[CH:23][CH:22]=1. (2) Given the product [CH:6]1[C:7]2[CH2:8][CH2:9][CH2:10][CH2:11][C:12]=2[CH:13]=[CH:14][C:5]=1[C:3]1[N:29]=[C:28]([CH:25]2[CH2:26][CH2:27][NH:22][CH2:23][CH2:24]2)[S:30][CH:2]=1, predict the reactants needed to synthesize it. The reactants are: Br[CH2:2][C:3]([C:5]1[CH:14]=[CH:13][C:12]2[CH2:11][CH2:10][CH2:9][CH2:8][C:7]=2[CH:6]=1)=O.C(OC([N:22]1[CH2:27][CH2:26][CH:25]([C:28](=[S:30])[NH2:29])[CH2:24][CH2:23]1)=O)(C)(C)C. (3) Given the product [ClH:24].[ClH:24].[CH3:1][N:2]1[CH2:7][CH2:6][N:5]([C:8]2[CH:13]=[CH:12][C:11]([C@@H:14]([NH2:16])[CH3:15])=[CH:10][CH:9]=2)[CH2:4][CH2:3]1, predict the reactants needed to synthesize it. The reactants are: [CH3:1][N:2]1[CH2:7][CH2:6][N:5]([C:8]2[CH:13]=[CH:12][C:11]([C@@H:14]([NH:16]C(=O)OC(C)(C)C)[CH3:15])=[CH:10][CH:9]=2)[CH2:4][CH2:3]1.[ClH:24]. (4) Given the product [NH2:31][C:19]1[N:18]=[C:17]([NH:16][CH2:15][CH2:14][CH2:13][NH:12][S:7]([C:5]2[N:4]=[C:3]([CH3:11])[N:2]([CH3:1])[CH:6]=2)(=[O:9])=[O:8])[CH:22]=[C:21]([C:23]2[CH:28]=[CH:27][CH:26]=[C:25]([CH3:29])[C:24]=2[CH3:30])[N:20]=1, predict the reactants needed to synthesize it. The reactants are: [CH3:1][N:2]1[CH:6]=[C:5]([S:7](Cl)(=[O:9])=[O:8])[N:4]=[C:3]1[CH3:11].[NH2:12][CH2:13][CH2:14][CH2:15][NH:16][C:17]1[CH:22]=[C:21]([C:23]2[CH:28]=[CH:27][CH:26]=[C:25]([CH3:29])[C:24]=2[CH3:30])[N:20]=[C:19]([NH2:31])[N:18]=1. (5) The reactants are: Br[C:2]1[CH:7]=[CH:6][C:5]([O:8][CH:9]([CH3:11])[CH3:10])=[C:4]([N+:12]([O-])=O)[CH:3]=1.[NH:15]1[CH2:20][CH2:19][CH2:18][CH2:17][CH2:16]1.[F:21][C:22]1[CH:47]=[CH:46][C:25]([C:26]([NH:28][C:29]2[S:30]C3C(N4CCOCC4)=CC=C(OC)C=3N=2)=[O:27])=[CH:24][CH:23]=1. Given the product [F:21][C:22]1[CH:47]=[CH:46][C:25]([C:26]([NH:28][C:29]2[S:30][C:3]3[C:2]([N:15]4[CH2:20][CH2:19][CH2:18][CH2:17][CH2:16]4)=[CH:7][CH:6]=[C:5]([O:8][CH:9]([CH3:11])[CH3:10])[C:4]=3[N:12]=2)=[O:27])=[CH:24][CH:23]=1, predict the reactants needed to synthesize it. (6) Given the product [CH3:1][C:2]1([CH3:25])[CH2:11][CH2:10][C:9]([CH3:12])([CH3:13])[C:8]2[CH:7]=[C:6]([C:14]3[N:18]=[C:17]([N:19]4[CH2:20][CH2:21][N:22]([CH2:33][CH2:32][CH2:31][CH2:30][OH:29])[CH2:23][CH2:24]4)[S:16][N:15]=3)[CH:5]=[CH:4][C:3]1=2, predict the reactants needed to synthesize it. The reactants are: [CH3:1][C:2]1([CH3:25])[CH2:11][CH2:10][C:9]([CH3:13])([CH3:12])[C:8]2[CH:7]=[C:6]([C:14]3[N:18]=[C:17]([N:19]4[CH2:24][CH2:23][NH:22][CH2:21][CH2:20]4)[S:16][N:15]=3)[CH:5]=[CH:4][C:3]1=2.C([O:29][CH2:30][CH2:31][CH2:32][CH2:33]Br)(=O)C.[OH-].[Na+]. (7) Given the product [CH2:22]([C:12]1[CH:16]=[C:15]([CH:17]=[O:30])[NH:14][CH:13]=1)[CH2:23][CH2:24][CH2:25][CH2:26][CH2:27][CH3:28], predict the reactants needed to synthesize it. The reactants are: [Li]C(C)(C)C.CCCCC.Br[C:12]1[CH:13]=[N:14][C:15](=[CH:17]N(C)C)[CH:16]=1.I[CH2:22][CH2:23][CH2:24][CH2:25][CH2:26][CH2:27][CH3:28].C([O-])(O)=[O:30].[Na+].